This data is from Full USPTO retrosynthesis dataset with 1.9M reactions from patents (1976-2016). The task is: Predict the reactants needed to synthesize the given product. (1) The reactants are: [C:1]1([N:11]2[C:15]3[CH:16]=[CH:17][CH:18]=[CH:19][C:14]=3[NH:13][S:12]2(=[O:21])=[O:20])[C:10]2[C:5](=[CH:6][CH:7]=[CH:8][CH:9]=2)[CH:4]=[CH:3][CH:2]=1.C1(P(C2C=CC=CC=2)C2C=CC=CC=2)C=CC=CC=1.[Br:41][CH2:42][CH2:43][CH2:44]O.CC(OC(/N=N/C(OC(C)C)=O)=O)C. Given the product [Br:41][CH2:42][CH2:43][CH2:44][N:13]1[C:14]2[CH:19]=[CH:18][CH:17]=[CH:16][C:15]=2[N:11]([C:1]2[C:10]3[C:5](=[CH:6][CH:7]=[CH:8][CH:9]=3)[CH:4]=[CH:3][CH:2]=2)[S:12]1(=[O:20])=[O:21], predict the reactants needed to synthesize it. (2) Given the product [CH2:1]([O:8][C:9]1[CH:14]=[C:13]([B:20]2[O:21][C:22]([CH3:24])([CH3:23])[C:18]([CH3:34])([CH3:17])[O:19]2)[CH:12]=[CH:11][C:10]=1[Cl:16])[C:2]1[CH:7]=[CH:6][CH:5]=[CH:4][CH:3]=1, predict the reactants needed to synthesize it. The reactants are: [CH2:1]([O:8][C:9]1[CH:14]=[C:13](Br)[CH:12]=[CH:11][C:10]=1[Cl:16])[C:2]1[CH:7]=[CH:6][CH:5]=[CH:4][CH:3]=1.[CH3:17][C:18]1([CH3:34])[C:22]([CH3:24])([CH3:23])[O:21][B:20]([B:20]2[O:21][C:22]([CH3:24])([CH3:23])[C:18]([CH3:34])([CH3:17])[O:19]2)[O:19]1.C([O-])(=O)C.[K+]. (3) The reactants are: [F:1][C:2]1[CH:30]=[CH:29][C:5]2[N:6]([CH:10]3[CH2:15][CH2:14][N:13]([C:16]4([CH3:28])[CH2:20][CH2:19][N:18]([C:21]([O:23][C:24](C)(C)[CH3:25])=[O:22])[CH2:17]4)[CH2:12][CH2:11]3)[C:7](=[O:9])[NH:8][C:4]=2[CH:3]=1.C(Cl)(=O)OCC[F:35]. Given the product [F:1][C:2]1[CH:30]=[CH:29][C:5]2[N:6]([CH:10]3[CH2:15][CH2:14][N:13]([C:16]4([CH3:28])[CH2:20][CH2:19][N:18]([C:21]([O:23][CH2:24][CH2:25][F:35])=[O:22])[CH2:17]4)[CH2:12][CH2:11]3)[C:7](=[O:9])[NH:8][C:4]=2[CH:3]=1, predict the reactants needed to synthesize it. (4) Given the product [N:12]1([C:16]([C:18]2[CH:23]=[CH:22][C:21]([NH:11][C:9]3[N:10]=[C:4]4[CH:3]=[C:2]([Cl:1])[CH:7]=[CH:6][N:5]4[N:8]=3)=[C:20]([O:25][CH3:26])[CH:19]=2)=[O:17])[CH2:15][CH2:14][CH2:13]1, predict the reactants needed to synthesize it. The reactants are: [Cl:1][C:2]1[CH:7]=[CH:6][N:5]2[N:8]=[C:9]([NH2:11])[N:10]=[C:4]2[CH:3]=1.[N:12]1([C:16]([C:18]2[CH:23]=[CH:22][C:21](Br)=[C:20]([O:25][CH3:26])[CH:19]=2)=[O:17])[CH2:15][CH2:14][CH2:13]1. (5) Given the product [C:10]1([CH2:9][O:8][C:4]2[CH:3]=[C:2]([NH2:16])[CH:7]=[N:6][CH:5]=2)[CH:15]=[CH:14][CH:13]=[CH:12][CH:11]=1, predict the reactants needed to synthesize it. The reactants are: Br[C:2]1[CH:3]=[C:4]([O:8][CH2:9][C:10]2[CH:15]=[CH:14][CH:13]=[CH:12][CH:11]=2)[CH:5]=[N:6][CH:7]=1.[NH3:16]. (6) Given the product [CH2:31]([O:38][C:39](=[O:43])[CH:40]([NH:41][C:8](=[O:9])[CH:7]([CH2:6][C:5]1[CH:29]=[CH:30][C:2]([Br:1])=[CH:3][CH:4]=1)[CH2:11][P:12]([OH:28])([CH:14]([NH:16][C:17]([O:19][CH:20]([O:22][C:23](=[O:27])[CH:24]([CH3:26])[CH3:25])[CH3:21])=[O:18])[CH3:15])=[O:13])[CH3:42])[C:32]1[CH:37]=[CH:36][CH:35]=[CH:34][CH:33]=1, predict the reactants needed to synthesize it. The reactants are: [Br:1][C:2]1[CH:30]=[CH:29][C:5]([CH2:6][CH:7]([CH2:11][P:12]([OH:28])([CH:14]([NH:16][C:17]([O:19][CH:20]([O:22][C:23](=[O:27])[CH:24]([CH3:26])[CH3:25])[CH3:21])=[O:18])[CH3:15])=[O:13])[C:8](O)=[O:9])=[CH:4][CH:3]=1.[CH2:31]([O:38][C:39](=[O:43])[C@H:40]([CH3:42])[NH2:41])[C:32]1[CH:37]=[CH:36][CH:35]=[CH:34][CH:33]=1. (7) Given the product [F:33][C:20]1[C:21]([CH2:23][CH2:24][C:25]2[S:26][CH:27]=[C:28]([CH:30]([CH3:32])[CH3:31])[N:29]=2)=[CH:22][C:12]2[N:13]([CH:19]=1)[C:14](=[O:18])[C:15](/[CH:16]=[CH:41]/[C:39]([O:38][C:34]([CH3:35])([CH3:36])[CH3:37])=[O:40])=[C:10]([N:6]1[CH2:7][CH2:8][CH2:9][CH:4]([CH:62]=[O:61])[CH2:5]1)[N:11]=2, predict the reactants needed to synthesize it. The reactants are: C(O[CH:4]1[CH2:9][CH2:8][CH2:7][N:6]([C:10]2[N:11]=[C:12]3[CH:22]=[C:21]([CH2:23][CH2:24][C:25]4[S:26][CH:27]=[C:28]([CH:30]([CH3:32])[CH3:31])[N:29]=4)[C:20]([F:33])=[CH:19][N:13]3[C:14](=[O:18])[C:15]=2[CH:16]=O)[CH2:5]1)=O.[C:34]([O:38][C:39]([CH:41]=P(C1C=CC=CC=1)(C1C=CC=CC=1)C1C=CC=CC=1)=[O:40])([CH3:37])([CH3:36])[CH3:35].[O:61]1CCC[CH2:62]1. (8) Given the product [NH2:1][C:2]1[CH2:3][C:4]([C:14]([O:16][CH2:17][CH3:18])=[O:15])=[CH:5][C:6]2[CH:12]=[CH:11][C:10]([C:23]3[CH:24]=[N:19][CH:20]=[N:21][CH:22]=3)=[CH:9][C:7]=2[N:8]=1, predict the reactants needed to synthesize it. The reactants are: [NH2:1][C:2]1[CH2:3][C:4]([C:14]([O:16][CH2:17][CH3:18])=[O:15])=[CH:5][C:6]2[CH:12]=[CH:11][C:10](Br)=[CH:9][C:7]=2[N:8]=1.[N:19]1[CH:24]=[C:23](B(O)O)[CH:22]=[N:21][CH:20]=1. (9) Given the product [I:1][C:2]1[CH:7]=[CH:6][CH:5]=[CH:4][C:3]=1[O:8][CH2:9][O:20][CH3:19], predict the reactants needed to synthesize it. The reactants are: [I:1][C:2]1[CH:7]=[CH:6][CH:5]=[CH:4][C:3]=1[OH:8].[CH:9](N(C(C)C)CC)(C)C.C[CH2:19][O:20]Cl.